Dataset: Forward reaction prediction with 1.9M reactions from USPTO patents (1976-2016). Task: Predict the product of the given reaction. Given the reactants [NH2:1][C:2]1[CH:7]=[CH:6][C:5]([C:8]([N:10]2[CH2:13][CH:12]([O:14][CH3:15])[CH2:11]2)=[O:9])=[CH:4][C:3]=1[O:16][CH3:17].C(O)(C(F)(F)F)=O.[CH3:25][N:26]1[CH:30]=[C:29]([C:31]2[C:36]3[N:37]=[C:38](S(C)(=O)=O)[N:39]=[CH:40][C:35]=3[CH:34]=[CH:33][N:32]=2)[CH:28]=[N:27]1, predict the reaction product. The product is: [CH3:17][O:16][C:3]1[CH:4]=[C:5]([C:8]([N:10]2[CH2:13][CH:12]([O:14][CH3:15])[CH2:11]2)=[O:9])[CH:6]=[CH:7][C:2]=1[NH:1][C:38]1[N:39]=[CH:40][C:35]2[CH:34]=[CH:33][N:32]=[C:31]([C:29]3[CH:28]=[N:27][N:26]([CH3:25])[CH:30]=3)[C:36]=2[N:37]=1.